From a dataset of Catalyst prediction with 721,799 reactions and 888 catalyst types from USPTO. Predict which catalyst facilitates the given reaction. (1) Product: [F:1][C:2]1[CH:3]=[C:4]([CH2:5][OH:6])[CH:7]=[C:8]([F:14])[C:9]=1[O:10][CH:11]([CH3:13])[CH3:12]. The catalyst class is: 14. Reactant: [F:1][C:2]1[CH:3]=[C:4]([CH:7]=[C:8]([F:14])[C:9]=1[O:10][CH:11]([CH3:13])[CH3:12])[CH:5]=[O:6].[BH4-].[Na+]. (2) Reactant: O1[C:5]2([CH2:10][CH2:9][CH:8]([N:11]3[CH:15]=[N:14][CH:13]=[N:12]3)[CH2:7][CH2:6]2)[O:4]CC1. Product: [N:11]1([CH:8]2[CH2:7][CH2:6][C:5](=[O:4])[CH2:10][CH2:9]2)[CH:15]=[N:14][CH:13]=[N:12]1. The catalyst class is: 295. (3) Reactant: [CH3:1][O-:2].[Na+].F[C:5]1[N:10]=[C:9]([NH2:11])[CH:8]=[C:7]([C:12]([F:15])([F:14])[F:13])[CH:6]=1.CO. Product: [CH3:1][O:2][C:5]1[N:10]=[C:9]([NH2:11])[CH:8]=[C:7]([C:12]([F:15])([F:14])[F:13])[CH:6]=1. The catalyst class is: 6. (4) Product: [CH3:12][N:13]1[C:14]2[CH:15]=[CH:16][C:17]([C:37]3[CH:46]=[CH:45][C:44]4[C:39](=[CH:40][CH:41]=[CH:42][CH:43]=4)[CH:38]=3)=[CH:18][C:19]=2[S:20](=[O:9])[C:21]2[C:26]1=[CH:25][CH:24]=[C:23]([C:27]1[CH:36]=[CH:35][C:34]3[C:29](=[CH:30][CH:31]=[CH:32][CH:33]=3)[CH:28]=1)[CH:22]=2. Reactant: ClC1C=CC=C(C(OO)=[O:9])C=1.[CH3:12][N:13]1[C:26]2[CH:25]=[CH:24][C:23]([C:27]3[CH:36]=[CH:35][C:34]4[C:29](=[CH:30][CH:31]=[CH:32][CH:33]=4)[CH:28]=3)=[CH:22][C:21]=2[S:20][C:19]2[C:14]1=[CH:15][CH:16]=[C:17]([C:37]1[CH:46]=[CH:45][C:44]3[C:39](=[CH:40][CH:41]=[CH:42][CH:43]=3)[CH:38]=1)[CH:18]=2. The catalyst class is: 2. (5) The catalyst class is: 18. Product: [CH3:1][C:2]1[CH:3]=[CH:4][C:5]([NH:11][CH2:12][C:13]([F:16])([F:15])[F:14])=[C:6]([CH:10]=1)[C:7]([NH:22][C:18]([CH3:19])([C:20]#[CH:21])[CH3:17])=[O:9]. Reactant: [CH3:1][C:2]1[CH:3]=[CH:4][C:5]([NH:11][CH2:12][C:13]([F:16])([F:15])[F:14])=[C:6]([CH:10]=1)[C:7]([OH:9])=O.[CH3:17][C:18]([NH2:22])([C:20]#[CH:21])[CH3:19].CCN=C=NCCCN(C)C.CCN(C(C)C)C(C)C.C1C=CC2N(O)N=NC=2C=1.